Dataset: Catalyst prediction with 721,799 reactions and 888 catalyst types from USPTO. Task: Predict which catalyst facilitates the given reaction. Reactant: C(N(CC)C(C)C)(C)C.CN(C(ON1N=NC2C=CC=NC1=2)=[N+](C)C)C.F[P-](F)(F)(F)(F)F.[CH3:34][C:35]1([CH3:45])[CH2:40][NH:39][CH:38]([C:41]2([OH:44])[CH2:43][CH2:42]2)[CH2:37][O:36]1.[Cl:46][C:47]1[CH:52]=[CH:51][N:50]=[C:49]([CH2:53][NH:54][C:55]2[O:56][C:57]3[C:63]([O:64][CH3:65])=[CH:62][C:61]([C:66](O)=[O:67])=[CH:60][C:58]=3[N:59]=2)[CH:48]=1. Product: [Cl:46][C:47]1[CH:52]=[CH:51][N:50]=[C:49]([CH2:53][NH:54][C:55]2[O:56][C:57]3[C:63]([O:64][CH3:65])=[CH:62][C:61]([C:66]([N:39]4[CH:38]([C:41]5([OH:44])[CH2:43][CH2:42]5)[CH2:37][O:36][C:35]([CH3:45])([CH3:34])[CH2:40]4)=[O:67])=[CH:60][C:58]=3[N:59]=2)[CH:48]=1. The catalyst class is: 9.